The task is: Predict the reaction yield, written as a fraction of the theoretical maximum amount of product (1.0 means a 100% yield; for example, 0.34 means a 34% yield).. This data is from Reaction yield outcomes from USPTO patents with 853,638 reactions. (1) The reactants are [OH:1][C:2]1[CH:18]=[CH:17][C:5]([C:6]2[CH2:7][O:8][C:9]3[C:14]([CH:15]=2)=[CH:13][CH:12]=[C:11](O)[CH:10]=3)=[CH:4][CH:3]=1.[NH2:19][C:20]1[CH:25]=[CH:24][CH:23]=[C:22]([CH3:26])[CH:21]=1.[CH2:27]=[O:28].[CH2:29](O)C. No catalyst specified. The product is [C:22]1([CH3:26])[CH:23]=[CH:24][CH:25]=[C:20]([N:19]2[CH2:29][C:12]3[CH:13]=[C:14]4[C:9](=[CH:10][C:11]=3[O:28][CH2:27]2)[O:8][CH2:7][C:6]([C:5]2[CH:17]=[CH:18][C:2]([OH:1])=[CH:3][CH:4]=2)=[CH:15]4)[CH:21]=1. The yield is 0.480. (2) The reactants are Cl[C:2]1[C:6]([C:7]2[CH:12]=[CH:11][CH:10]=[CH:9][CH:8]=2)=[N:5][S:4][N:3]=1.C[Si]([N-:17][Si](C)(C)C)(C)C.[Li+].Cl. The catalyst is C1COCC1. The product is [NH2:17][C:2]1[C:6]([C:7]2[CH:12]=[CH:11][CH:10]=[CH:9][CH:8]=2)=[N:5][S:4][N:3]=1. The yield is 0.680. (3) The reactants are F[B-](F)(F)F.C([PH+](C(C)(C)C)C(C)(C)C)(C)(C)C.[O-]P([O-])([O-])=O.[K+].[K+].[K+].[Cl:27][C:28]1[CH:29]=[CH:30][C:31](B2OC(C)(C)C(C)(C)O2)=[C:32]([CH:34]=1)[NH2:33].Br[C:45]1[C:46]([CH3:56])=[N:47][O:48][C:49]=1[CH2:50][C:51]([O:53][CH2:54][CH3:55])=[O:52].N#N. The catalyst is CCOC(C)=O.C1C=CC(/C=C/C(/C=C/C2C=CC=CC=2)=O)=CC=1.C1C=CC(/C=C/C(/C=C/C2C=CC=CC=2)=O)=CC=1.C1C=CC(/C=C/C(/C=C/C2C=CC=CC=2)=O)=CC=1.[Pd].[Pd].O.O1CCOCC1. The product is [NH2:33][C:32]1[CH:34]=[C:28]([Cl:27])[CH:29]=[CH:30][C:31]=1[C:45]1[C:46]([CH3:56])=[N:47][O:48][C:49]=1[CH2:50][C:51]([O:53][CH2:54][CH3:55])=[O:52]. The yield is 0.550. (4) The reactants are [Cl:1][C:2]1[CH:7]=[CH:6][C:5]([O:8][C:9]2[C:14]([F:15])=[CH:13][C:12]([CH2:16][CH2:17][O:18][C:19]3[NH:20][CH:21]=[C:22]([CH2:26][C:27]4[CH:28]=[N:29][CH:30]=[N:31][CH:32]=4)[C:23](=[O:25])[N:24]=3)=[CH:11][C:10]=2[F:33])=[CH:4][C:3]=1[C:34]([F:37])([F:36])[F:35].[CH3:38]CN(C(C)C)C(C)C.CI. The catalyst is C(Cl)Cl. The product is [Cl:1][C:2]1[CH:7]=[CH:6][C:5]([O:8][C:9]2[C:14]([F:15])=[CH:13][C:12]([CH2:16][CH2:17][O:18][C:19]3[N:20]([CH3:38])[CH:21]=[C:22]([CH2:26][C:27]4[CH:32]=[N:31][CH:30]=[N:29][CH:28]=4)[C:23](=[O:25])[N:24]=3)=[CH:11][C:10]=2[F:33])=[CH:4][C:3]=1[C:34]([F:35])([F:36])[F:37]. The yield is 0.0600. (5) The reactants are [CH3:1][O:2][C:3](=[O:33])[C:4]1[CH:9]=[CH:8][C:7]([CH2:10][N:11]2[CH:15]=[C:14]([C:16]3[CH:21]=[CH:20][C:19]([Cl:22])=[CH:18][C:17]=3[Cl:23])[N:13]=[C:12]2/[CH:24]=[CH:25]/[C:26]2[CH:31]=[CH:30][C:29](Br)=[CH:28][CH:27]=2)=[CH:6][CH:5]=1.[CH2:34]([S:36]([C:38]1[CH:43]=[CH:42][C:41](B(O)O)=[CH:40][CH:39]=1)=[O:37])[CH3:35]. No catalyst specified. The product is [CH3:1][O:2][C:3](=[O:33])[C:4]1[CH:9]=[CH:8][C:7]([CH2:10][N:11]2[CH:15]=[C:14]([C:16]3[CH:21]=[CH:20][C:19]([Cl:22])=[CH:18][C:17]=3[Cl:23])[N:13]=[C:12]2/[CH:24]=[CH:25]/[C:26]2[CH:31]=[CH:30][C:29]([C:41]3[CH:42]=[CH:43][C:38]([S:36]([CH2:34][CH3:35])=[O:37])=[CH:39][CH:40]=3)=[CH:28][CH:27]=2)=[CH:6][CH:5]=1. The yield is 0.650. (6) The reactants are Cl[C:2]1[C:11]2[C:6](=[CH:7][C:8]([O:14][CH3:15])=[C:9]([O:12][CH3:13])[CH:10]=2)[N:5]=[CH:4][CH:3]=1.[Cl:16][C:17]1[CH:18]=[C:19]([CH:36]=[CH:37][C:38]=1[Cl:39])[CH2:20][N:21]1[C:26](=[O:27])[C:25]([C:28]2[CH:33]=[CH:32][C:31]([OH:34])=[C:30]([F:35])[CH:29]=2)=[CH:24][N:23]=[CH:22]1. No catalyst specified. The product is [Cl:16][C:17]1[CH:18]=[C:19]([CH:36]=[CH:37][C:38]=1[Cl:39])[CH2:20][N:21]1[C:26](=[O:27])[C:25]([C:28]2[CH:33]=[CH:32][C:31]([O:34][C:2]3[C:11]4[C:6](=[CH:7][C:8]([O:14][CH3:15])=[C:9]([O:12][CH3:13])[CH:10]=4)[N:5]=[CH:4][CH:3]=3)=[C:30]([F:35])[CH:29]=2)=[CH:24][N:23]=[CH:22]1. The yield is 0.130.